Dataset: Full USPTO retrosynthesis dataset with 1.9M reactions from patents (1976-2016). Task: Predict the reactants needed to synthesize the given product. (1) Given the product [F:36][C:28]1[CH:29]=[C:30]([N:4]2[C:5]3[C:10](=[C:9]([O:11][CH2:12][C:13]4[CH:18]=[CH:17][CH:16]=[CH:15][CH:14]=4)[CH:8]=[CH:7][CH:6]=3)[C:2]([CH3:1])=[N:3]2)[CH:31]=[CH:32][C:27]=1[O:26][CH2:19][C:20]1[CH:25]=[CH:24][CH:23]=[CH:22][CH:21]=1, predict the reactants needed to synthesize it. The reactants are: [CH3:1][C:2]1[C:10]2[C:5](=[CH:6][CH:7]=[CH:8][C:9]=2[O:11][CH2:12][C:13]2[CH:18]=[CH:17][CH:16]=[CH:15][CH:14]=2)[NH:4][N:3]=1.[CH2:19]([O:26][C:27]1[CH:32]=[CH:31][C:30](B(O)O)=[CH:29][C:28]=1[F:36])[C:20]1[CH:25]=[CH:24][CH:23]=[CH:22][CH:21]=1.N1C=CC=CC=1. (2) Given the product [CH2:1]([O:5][C:6]1[CH:7]=[CH:8][C:9]([CH2:12][N:29]=[C:31]=[O:39])=[CH:10][CH:11]=1)[CH:2]([CH3:3])[CH3:4], predict the reactants needed to synthesize it. The reactants are: [CH2:1]([O:5][C:6]1[CH:11]=[CH:10][C:9]([CH2:12]C(O)=O)=[CH:8][CH:7]=1)[CH:2]([CH3:4])[CH3:3].CN(C1C2C([N:29]([CH3:31])C)=CC=CC=2C=CC=1)C.C1(P(N=[N+]=[N-])(C2C=CC=CC=2)=[O:39])C=CC=CC=1.C(OCC)C. (3) The reactants are: [CH3:1][O:2][C:3]1[CH:10]=[CH:9][C:6]([CH:7]=O)=[C:5]([OH:11])[CH:4]=1.C[O:13][C:14](=O)[CH2:15][C:16](=[O:24])[C:17]1[CH:22]=[CH:21][C:20]([CH3:23])=[CH:19][CH:18]=1.N1CCCCC1. Given the product [CH3:1][O:2][C:3]1[CH:4]=[C:5]2[C:6]([CH:7]=[C:15]([C:16](=[O:24])[C:17]3[CH:22]=[CH:21][C:20]([CH3:23])=[CH:19][CH:18]=3)[C:14](=[O:13])[O:11]2)=[CH:9][CH:10]=1, predict the reactants needed to synthesize it.